From a dataset of Peptide-MHC class I binding affinity with 185,985 pairs from IEDB/IMGT. Regression. Given a peptide amino acid sequence and an MHC pseudo amino acid sequence, predict their binding affinity value. This is MHC class I binding data. (1) The peptide sequence is MAFIAFLRF. The MHC is HLA-B58:01 with pseudo-sequence HLA-B58:01. The binding affinity (normalized) is 0.711. (2) The MHC is HLA-B58:01 with pseudo-sequence HLA-B58:01. The binding affinity (normalized) is 0.0847. The peptide sequence is SEFWLNYTA. (3) The peptide sequence is MRIPVERTL. The MHC is HLA-B73:01 with pseudo-sequence HLA-B73:01. The binding affinity (normalized) is 0.0847. (4) The peptide sequence is ALNKMFCQL. The MHC is HLA-A02:01 with pseudo-sequence HLA-A02:01. The binding affinity (normalized) is 0.390. (5) The peptide sequence is AYALDTEVAA. The MHC is Patr-A0701 with pseudo-sequence Patr-A0701. The binding affinity (normalized) is 0.380. (6) The peptide sequence is YSDIPRLKK. The MHC is HLA-A01:01 with pseudo-sequence HLA-A01:01. The binding affinity (normalized) is 0.316.